Dataset: Catalyst prediction with 721,799 reactions and 888 catalyst types from USPTO. Task: Predict which catalyst facilitates the given reaction. (1) Reactant: C([O:8][C:9]([CH:11]([CH3:38])[CH2:12][P:13]([CH2:20][CH:21]([CH2:29][CH2:30][C:31]([O:33][C:34]([CH3:37])([CH3:36])[CH3:35])=[O:32])[C:22]([O:24][C:25]([CH3:28])([CH3:27])[CH3:26])=[O:23])([O:15][C:16]([CH3:19])([CH3:18])[CH3:17])=[O:14])=[O:10])C1C=CC=CC=1. Product: [C:9]([CH:11]([CH3:38])[CH2:12][P:13]([CH2:20][CH:21]([CH2:29][CH2:30][C:31]([O:33][C:34]([CH3:37])([CH3:36])[CH3:35])=[O:32])[C:22]([O:24][C:25]([CH3:26])([CH3:27])[CH3:28])=[O:23])([O:15][C:16]([CH3:18])([CH3:19])[CH3:17])=[O:14])([OH:10])=[O:8]. The catalyst class is: 153. (2) Reactant: C(OC([N:8]1[CH2:13][CH2:12][CH:11]([NH:14][CH2:15][C:16]2[C:17]3[N:24]([CH2:25][CH3:26])[C:23]([C:27]4[C:31]([NH2:32])=[N:30][O:29][N:28]=4)=[N:22][C:18]=3[CH:19]=[N:20][CH:21]=2)[CH2:10][CH2:9]1)=O)(C)(C)C.FC(F)(F)C(O)=O. Product: [NH2:32][C:31]1[C:27]([C:23]2[N:24]([CH2:25][CH3:26])[C:17]3[C:16]([CH2:15][NH:14][CH:11]4[CH2:12][CH2:13][NH:8][CH2:9][CH2:10]4)=[CH:21][N:20]=[CH:19][C:18]=3[N:22]=2)=[N:28][O:29][N:30]=1. The catalyst class is: 98. (3) Reactant: COC([CH:5]1[CH2:10][C:9]([C:26]#[N:27])([C:11]2[C:19]3[C:18]4[CH:20]=[CH:21][CH:22]=[CH:23][C:17]=4[O:16][C:15]=3[C:14]([O:24][CH3:25])=[CH:13][CH:12]=2)[CH2:8][CH2:7][C:6]1=[O:28])=O.[Cl-].[Na+]. Product: [CH3:25][O:24][C:14]1[C:15]2[O:16][C:17]3[CH:23]=[CH:22][CH:21]=[CH:20][C:18]=3[C:19]=2[C:11]([C:9]2([C:26]#[N:27])[CH2:8][CH2:7][C:6](=[O:28])[CH2:5][CH2:10]2)=[CH:12][CH:13]=1. The catalyst class is: 58. (4) Reactant: CS(C)=O.[H-].[Na+].[CH3:7][O:8][CH2:9][CH2:10][O:11][CH2:12][CH2:13][OH:14].F[C:16]1[CH:25]=[C:24]2[C:19]([C:20](=[O:26])[NH:21][CH:22]=[N:23]2)=[CH:18][CH:17]=1. Product: [CH3:7][O:8][CH2:9][CH2:10][O:11][CH2:12][CH2:13][O:14][C:16]1[CH:25]=[C:24]2[C:19]([C:20](=[O:26])[NH:21][CH:22]=[N:23]2)=[CH:18][CH:17]=1. The catalyst class is: 698. (5) Reactant: [C:1]([C:3]1[CH:8]=[CH:7][C:6]([NH:9][C:10]([CH:12]2[NH:16][CH:15]([CH2:17][C:18]([CH3:21])([CH3:20])[CH3:19])[C:14]3([C:29]4[C:24](=[CH:25][C:26]([Cl:30])=[CH:27][CH:28]=4)[NH:23][C:22]3=[O:31])[CH:13]2[C:32]2[CH:37]=[CH:36][CH:35]=[C:34]([Cl:38])[C:33]=2[F:39])=[O:11])=[C:5]([O:40][C:41]([F:44])([F:43])[F:42])[CH:4]=1)#[N:2].[OH:45]O.[OH-].[Na+]. Product: [C:1]([C:3]1[CH:8]=[CH:7][C:6]([NH:9][C:10]([CH:12]2[NH:16][CH:15]([CH2:17][C:18]([CH3:21])([CH3:20])[CH3:19])[C:14]3([C:29]4[C:24](=[CH:25][C:26]([Cl:30])=[CH:27][CH:28]=4)[NH:23][C:22]3=[O:31])[CH:13]2[C:32]2[CH:37]=[CH:36][CH:35]=[C:34]([Cl:38])[C:33]=2[F:39])=[O:11])=[C:5]([O:40][C:41]([F:42])([F:43])[F:44])[CH:4]=1)(=[O:45])[NH2:2]. The catalyst class is: 16.